This data is from Reaction yield outcomes from USPTO patents with 853,638 reactions. The task is: Predict the reaction yield, written as a fraction of the theoretical maximum amount of product (1.0 means a 100% yield; for example, 0.34 means a 34% yield). (1) The reactants are [CH:1]1[C:13]2[CH:12]([CH2:14][O:15][C:16]([NH:18][C@@H:19]([CH2:27][C:28]3[CH:29]=[N:30][C:31]([C:34]4[CH:39]=[CH:38][C:37]([O:40][CH3:41])=[CH:36][C:35]=4[CH2:42][CH3:43])=[CH:32][CH:33]=3)[C:20]([O:22]C(C)(C)C)=[O:21])=[O:17])[C:11]3[C:6](=[CH:7][CH:8]=[CH:9][CH:10]=3)[C:5]=2[CH:4]=[CH:3][CH:2]=1.[Cl-:44].[Ca+2].[Cl-]. The catalyst is C(O)(C(F)(F)F)=O. The product is [ClH:44].[CH:10]1[C:11]2[CH:12]([CH2:14][O:15][C:16]([NH:18][C@@H:19]([CH2:27][C:28]3[CH:29]=[N:30][C:31]([C:34]4[CH:39]=[CH:38][C:37]([O:40][CH3:41])=[CH:36][C:35]=4[CH2:42][CH3:43])=[CH:32][CH:33]=3)[C:20]([OH:22])=[O:21])=[O:17])[C:13]3[C:5](=[CH:4][CH:3]=[CH:2][CH:1]=3)[C:6]=2[CH:7]=[CH:8][CH:9]=1. The yield is 0.840. (2) The reactants are [Cl:1][C:2]1[CH:3]=[CH:4][C:5]([C:8]([C:17]2[CH:22]=[C:21]([C:23]([F:26])([F:25])[F:24])[CH:20]=[C:19]([F:27])[CH:18]=2)([NH2:16])[CH2:9][C:10]2[CH:15]=[CH:14][CH:13]=[CH:12][CH:11]=2)=[N:6][CH:7]=1.C([O-])(O)=O.[Na+].[C:33](Cl)(Cl)=[S:34]. The product is [Cl:1][C:2]1[CH:3]=[CH:4][C:5]([C:8]([C:17]2[CH:22]=[C:21]([C:23]([F:26])([F:24])[F:25])[CH:20]=[C:19]([F:27])[CH:18]=2)([N:16]=[C:33]=[S:34])[CH2:9][C:10]2[CH:11]=[CH:12][CH:13]=[CH:14][CH:15]=2)=[N:6][CH:7]=1. The catalyst is C(Cl)(Cl)Cl.O. The yield is 0.500. (3) The reactants are [C:1]([NH2:9])(=[O:8])[C:2]1[CH:7]=[CH:6][CH:5]=[CH:4][CH:3]=1.[C:10]([OH:14])(=[O:13])[CH:11]=[O:12]. The catalyst is CC(C)=O. The product is [C:1]([NH:9][CH:11]([OH:12])[C:10]([OH:14])=[O:13])(=[O:8])[C:2]1[CH:7]=[CH:6][CH:5]=[CH:4][CH:3]=1. The yield is 1.00. (4) The catalyst is O1CCCC1.O. The reactants are [H-].[Na+].[Cl:3][C:4]1[C:5]([CH:16]=[O:17])=[CH:6][NH:7][C:8]=1[C:9]1[CH:14]=[CH:13][CH:12]=[CH:11][C:10]=1[F:15].C1OCCOCCOCCOCCOC1.Cl.[N:34]1[CH:39]=[CH:38][CH:37]=[C:36]([S:40](Cl)(=[O:42])=[O:41])[CH:35]=1. The product is [Cl:3][C:4]1[C:5]([CH:16]=[O:17])=[CH:6][N:7]([S:40]([C:36]2[CH:35]=[N:34][CH:39]=[CH:38][CH:37]=2)(=[O:42])=[O:41])[C:8]=1[C:9]1[CH:14]=[CH:13][CH:12]=[CH:11][C:10]=1[F:15]. The yield is 0.780. (5) The yield is 0.170. The product is [CH2:1]([O:3][C:4]([C:6]1([CH2:19][C:20]2[CH:21]=[CH:22][CH:23]=[CH:24][CH:25]=2)[CH2:7][CH2:8][N:9]([CH2:12][C:31]2[N:30]([CH3:34])[N:29]([C:35]3[CH:40]=[CH:39][CH:38]=[CH:37][CH:36]=3)[C:28](=[O:41])[C:27]=2[Br:26])[CH2:10][CH2:11]1)=[O:5])[CH3:2]. The catalyst is C(Cl)Cl.FC(F)(F)C(O)=O. The reactants are [CH2:1]([O:3][C:4]([C:6]1([CH2:19][C:20]2[CH:25]=[CH:24][CH:23]=[CH:22][CH:21]=2)[CH2:11][CH2:10][N:9]([C:12](OC(C)(C)C)=O)[CH2:8][CH2:7]1)=[O:5])[CH3:2].[Br:26][C:27]1[C:28](=[O:41])[N:29]([C:35]2[CH:40]=[CH:39][CH:38]=[CH:37][CH:36]=2)[N:30]([CH3:34])[C:31]=1CBr. (6) The product is [C:27]([O:26][C:24]([C:23]1[CH:31]=[CH:32][C:20]([O:12][C:11]2[C:10]([Cl:13])=[C:9]3[C:4]([CH:5]([C:14]([O:16][CH2:17][CH3:18])=[O:15])[CH2:6][CH2:7][O:8]3)=[CH:3][C:2]=2[Cl:1])=[C:21]([N+:33]([O-:35])=[O:34])[CH:22]=1)=[O:25])([CH3:30])([CH3:28])[CH3:29]. The reactants are [Cl:1][C:2]1[CH:3]=[C:4]2[C:9](=[C:10]([Cl:13])[C:11]=1[OH:12])[O:8][CH2:7][CH2:6][CH:5]2[C:14]([O:16][CH2:17][CH3:18])=[O:15].F[C:20]1[CH:32]=[CH:31][C:23]([C:24]([O:26][C:27]([CH3:30])([CH3:29])[CH3:28])=[O:25])=[CH:22][C:21]=1[N+:33]([O-:35])=[O:34].C(=O)([O-])[O-].[K+].[K+]. The catalyst is CN1C(=O)CCC1. The yield is 0.623.